The task is: Predict which catalyst facilitates the given reaction.. This data is from Catalyst prediction with 721,799 reactions and 888 catalyst types from USPTO. (1) Reactant: C(O[C:9](=O)[N:10]([C@H:12]([C:14](=[O:43])[NH:15][C:16]1[C:17](=[O:42])[N:18]([CH2:28][C:29]2[CH:34]=[CH:33][CH:32]=[C:31]([O:35][C:36]3[CH:41]=[CH:40][CH:39]=[CH:38][CH:37]=3)[CH:30]=2)[C:19]([C:22]2[CH:27]=[CH:26][CH:25]=[CH:24][CH:23]=2)=[CH:20][CH:21]=1)[CH3:13])C)C1C=CC=CC=1.[H][H]. Product: [C:22]1([C:19]2[N:18]([CH2:28][C:29]3[CH:34]=[CH:33][CH:32]=[C:31]([O:35][C:36]4[CH:37]=[CH:38][CH:39]=[CH:40][CH:41]=4)[CH:30]=3)[C:17](=[O:42])[C:16]([NH:15][C:14](=[O:43])[C@@H:12]([NH:10][CH3:9])[CH3:13])=[CH:21][CH:20]=2)[CH:27]=[CH:26][CH:25]=[CH:24][CH:23]=1. The catalyst class is: 8. (2) Product: [CH3:1][C:2]1[C:7]([CH3:8])=[CH:6][C:5]2[NH:9][C:16](=[O:15])[CH2:17][C:18]([C:19]3[CH:24]=[CH:23][CH:22]=[C:21]([C:25]4[CH:26]=[CH:27][N:28]=[CH:29][CH:30]=4)[CH:20]=3)=[N:10][C:4]=2[CH:3]=1. Reactant: [CH3:1][C:2]1[C:7]([CH3:8])=[CH:6][C:5]([NH2:9])=[C:4]([NH2:10])[CH:3]=1.C([O:15][C:16](=O)[CH2:17][C:18](=O)[C:19]1[CH:24]=[CH:23][CH:22]=[C:21]([C:25]2[CH:30]=[CH:29][N:28]=[CH:27][CH:26]=2)[CH:20]=1)(C)(C)C. The catalyst class is: 113. (3) Reactant: [Cl:1][C:2]1[CH:3]=[C:4]([C:9]2([CH2:14][NH:15][C:16]([C:18]3[NH:19][C:20]4[C:25]([CH:26]=3)=[CH:24][C:23]([Cl:27])=[CH:22][CH:21]=4)=[O:17])OCC[O:10]2)[CH:5]=[CH:6][C:7]=1[Cl:8].C(#N)C.O. Product: [Cl:1][C:2]1[CH:3]=[C:4]([C:9](=[O:10])[CH2:14][NH:15][C:16]([C:18]2[NH:19][C:20]3[C:25]([CH:26]=2)=[CH:24][C:23]([Cl:27])=[CH:22][CH:21]=3)=[O:17])[CH:5]=[CH:6][C:7]=1[Cl:8]. The catalyst class is: 67. (4) Reactant: C(N(S(F)(F)[F:7])CC)C.[F:10][C:11]1[CH:12]=[C:13]([CH:20]=[C:21]([F:23])[CH:22]=1)[CH:14](O)[C:15]([O:17][CH3:18])=[O:16]. Product: [F:10][C:11]1[CH:12]=[C:13]([CH:14]([F:7])[C:15]([O:17][CH3:18])=[O:16])[CH:20]=[C:21]([F:23])[CH:22]=1. The catalyst class is: 4. (5) Reactant: [C:1]([C:3]1[CH:48]=[CH:47][C:6]([CH2:7][CH:8](/[CH:21]=[CH:22]/[C:23]2[CH:28]=[CH:27][CH:26]=[CH:25][C:24]=2[O:29][CH2:30][C:31]2[CH:36]=[CH:35][C:34]([C:37]3[CH:42]=[CH:41][C:40]([C:43]([F:46])([F:45])[F:44])=[CH:39][CH:38]=3)=[CH:33][CH:32]=2)[CH2:9][CH2:10][C:11]2[CH:20]=[CH:19][C:14]([C:15]([O:17][CH3:18])=[O:16])=[CH:13][CH:12]=2)=[CH:5][CH:4]=1)#[N:2].C[Si]([N:53]=[N+:54]=[N-:55])(C)C.C([Sn](=O)CCCC)CCC. Product: [NH:53]1[C:1]([C:3]2[CH:4]=[CH:5][C:6]([CH2:7][CH:8](/[CH:21]=[CH:22]/[C:23]3[CH:28]=[CH:27][CH:26]=[CH:25][C:24]=3[O:29][CH2:30][C:31]3[CH:36]=[CH:35][C:34]([C:37]4[CH:42]=[CH:41][C:40]([C:43]([F:44])([F:45])[F:46])=[CH:39][CH:38]=4)=[CH:33][CH:32]=3)[CH2:9][CH2:10][C:11]3[CH:12]=[CH:13][C:14]([C:15]([O:17][CH3:18])=[O:16])=[CH:19][CH:20]=3)=[CH:47][CH:48]=2)=[N:2][N:55]=[N:54]1. The catalyst class is: 11. (6) Reactant: [O:1]1[CH2:6][CH2:5][N:4]([C:7]2[CH:8]=[C:9]([N:13]3[C:17]([C:18]4[CH:23]=[CH:22][CH:21]=[CH:20][CH:19]=4)=[C:16]([C:24](O)=[O:25])[N:15]=[CH:14]3)[CH:10]=[CH:11][CH:12]=2)[CH2:3][CH2:2]1.[OH:27][CH:28]([C:30]1[CH:50]=[CH:49][C:33]([O:34][CH2:35][C@H:36]2[NH:41][CH2:40][CH2:39][N:38]([C:42]([O:44][C:45]([CH3:48])([CH3:47])[CH3:46])=[O:43])[CH2:37]2)=[CH:32][CH:31]=1)[CH3:29].CCN=C=NCCCN(C)C.Cl.C1C=CC2N(O)N=NC=2C=1.C(=O)(O)[O-].[Na+]. Product: [OH:27][CH:28]([C:30]1[CH:31]=[CH:32][C:33]([O:34][CH2:35][C@H:36]2[N:41]([C:24]([C:16]3[N:15]=[CH:14][N:13]([C:9]4[CH:10]=[CH:11][CH:12]=[C:7]([N:4]5[CH2:5][CH2:6][O:1][CH2:2][CH2:3]5)[CH:8]=4)[C:17]=3[C:18]3[CH:23]=[CH:22][CH:21]=[CH:20][CH:19]=3)=[O:25])[CH2:40][CH2:39][N:38]([C:42]([O:44][C:45]([CH3:46])([CH3:48])[CH3:47])=[O:43])[CH2:37]2)=[CH:49][CH:50]=1)[CH3:29]. The catalyst class is: 3. (7) Reactant: P(Br)(Br)([Br:3])=O.[Cl:6][C:7]1[C:16]([F:17])=[C:15]2[C:10]([C:11](=O)[CH:12]=[C:13]([C:18]3[CH:23]=[CH:22][CH:21]=[CH:20][CH:19]=3)[NH:14]2)=[CH:9][CH:8]=1. Product: [Br:3][C:11]1[C:10]2[C:15](=[C:16]([F:17])[C:7]([Cl:6])=[CH:8][CH:9]=2)[N:14]=[C:13]([C:18]2[CH:23]=[CH:22][CH:21]=[CH:20][CH:19]=2)[CH:12]=1. The catalyst class is: 10. (8) Reactant: [CH2:1]([O:3][C:4](=[O:19])[C:5]([CH3:18])([CH3:17])[CH2:6][C:7]1[CH:12]=[CH:11][C:10]([CH2:13][C:14]([OH:16])=O)=[CH:9][CH:8]=1)[CH3:2].S(Cl)(Cl)=O.[CH2:24]([NH2:31])[CH2:25][CH2:26][CH2:27][CH2:28][CH2:29][CH3:30].C(N(CC)C(C)C)(C)C.Cl. Product: [CH2:1]([O:3][C:4](=[O:19])[C:5]([CH3:18])([CH3:17])[CH2:6][C:7]1[CH:8]=[CH:9][C:10]([CH2:13][C:14](=[O:16])[NH:31][CH2:24][CH2:25][CH2:26][CH2:27][CH2:28][CH2:29][CH3:30])=[CH:11][CH:12]=1)[CH3:2]. The catalyst class is: 452. (9) Reactant: [F:1][C:2]1[CH:3]=[C:4]([OH:11])[CH:5]=[CH:6][C:7]=1[N+:8]([O-:10])=[O:9].C(=O)([O-])[O-].[K+].[K+].[CH2:18](Br)[C:19]1[CH:24]=[CH:23][CH:22]=[CH:21][CH:20]=1. Product: [CH2:18]([O:11][C:4]1[CH:5]=[CH:6][C:7]([N+:8]([O-:10])=[O:9])=[C:2]([F:1])[CH:3]=1)[C:19]1[CH:24]=[CH:23][CH:22]=[CH:21][CH:20]=1. The catalyst class is: 10. (10) Reactant: [CH2:1](O)[CH2:2][CH2:3][CH2:4][CH2:5][CH2:6][CH2:7][CH2:8][CH2:9][CH2:10][CH2:11][CH2:12][CH2:13][CH2:14][CH2:15][CH2:16][CH2:17][CH3:18].C1C=CC(P(C2C=CC=CC=2)C2C=CC=CC=2)=CC=1.C(Br)(Br)(Br)[Br:40]. Product: [Br:40][CH2:1][CH2:2][CH2:3][CH2:4][CH2:5][CH2:6][CH2:7][CH2:8][CH2:9][CH2:10][CH2:11][CH2:12][CH2:13][CH2:14][CH2:15][CH2:16][CH2:17][CH3:18]. The catalyst class is: 2.